Dataset: Full USPTO retrosynthesis dataset with 1.9M reactions from patents (1976-2016). Task: Predict the reactants needed to synthesize the given product. (1) Given the product [CH2:14]1[N:5]2[C:6]3[C:11]([CH2:12][C@@H:13]4[CH2:1][CH2:2][CH2:3][C@H:4]42)=[CH:10][CH:9]=[CH:8][C:7]=3[CH2:19][NH:16][CH2:15]1, predict the reactants needed to synthesize it. The reactants are: [CH2:1]1[C@H:13]2[C@H:4]([N:5]([CH2:14][CH2:15][NH2:16])[C:6]3[CH:7]=[CH:8][CH:9]=[CH:10][C:11]=3[CH2:12]2)[CH2:3][CH2:2]1.C=O.[C:19](O)(C(F)(F)F)=O. (2) Given the product [I:1][C:2]1[CH:3]=[C:4]([CH2:8][CH2:9][CH2:10][OH:11])[CH:5]=[CH:6][CH:7]=1, predict the reactants needed to synthesize it. The reactants are: [I:1][C:2]1[CH:3]=[C:4]([CH2:8][CH2:9][C:10](O)=[O:11])[CH:5]=[CH:6][CH:7]=1. (3) The reactants are: Cl[C:2]1[CH:3]=[C:4]([NH:11][C:12]2[CH:17]=[CH:16][CH:15]=[C:14]([N:18]3[CH2:22][CH2:21][CH2:20][C@@H:19]3[CH3:23])[N:13]=2)[C:5]2[N:6]([CH:8]=[CH:9][N:10]=2)[N:7]=1.CC1(C)C(C)(C)OB([C:32]2[CH:33]=[C:34]([CH:39]=[CH:40][CH:41]=2)[C:35]([O:37]C)=[O:36])O1.CC(C1C=C(C(C)C)C(C2C=CC=CC=2P(C2CCCCC2)C2CCCCC2)=C(C(C)C)C=1)C.C([O-])([O-])=O.[Na+].[Na+]. Given the product [CH3:23][C@H:19]1[CH2:20][CH2:21][CH2:22][N:18]1[C:14]1[N:13]=[C:12]([NH:11][C:4]2[C:5]3[N:6]([CH:8]=[CH:9][N:10]=3)[N:7]=[C:2]([C:32]3[CH:33]=[C:34]([CH:39]=[CH:40][CH:41]=3)[C:35]([OH:37])=[O:36])[CH:3]=2)[CH:17]=[CH:16][CH:15]=1, predict the reactants needed to synthesize it. (4) Given the product [NH2:1][C:4]1[CH:5]=[C:6]([C:17]2[CH:22]=[C:21]([C:23]3[CH:24]=[CH:25][CH:26]=[CH:27][CH:28]=3)[C:20]([OH:29])=[C:19]([NH2:30])[CH:18]=2)[CH:7]=[C:8]([C:11]2[CH:16]=[CH:15][CH:14]=[CH:13][CH:12]=2)[C:9]=1[OH:10], predict the reactants needed to synthesize it. The reactants are: [N+:1]([C:4]1[CH:5]=[C:6]([C:17]2[CH:22]=[C:21]([C:23]3[CH:28]=[CH:27][CH:26]=[CH:25][CH:24]=3)[C:20]([OH:29])=[C:19]([N+:30]([O-])=O)[CH:18]=2)[CH:7]=[C:8]([C:11]2[CH:16]=[CH:15][CH:14]=[CH:13][CH:12]=2)[C:9]=1[OH:10])([O-])=O.CO.O.NN. (5) Given the product [CH3:1][O:2][C:3](=[O:12])[C:4]1[CH:9]=[CH:8][C:7]([O:10][CH2:21][CH:20]=[CH2:19])=[CH:6][C:5]=1[OH:11], predict the reactants needed to synthesize it. The reactants are: [CH3:1][O:2][C:3](=[O:12])[C:4]1[CH:9]=[CH:8][C:7]([OH:10])=[CH:6][C:5]=1[OH:11].C(=O)([O-])[O-].[K+].[K+].[CH2:19](Br)[CH:20]=[CH2:21]. (6) Given the product [CH3:29][O:28][N:30]=[C:8]([C:5]1[CH:4]=[CH:3][C:2]([F:1])=[CH:7][N:6]=1)[C:10]1[N:19]=[C:18]([NH:20][C:21]2[CH:25]=[C:24]([CH3:26])[NH:23][N:22]=2)[C:17]2[C:12](=[CH:13][CH:14]=[CH:15][CH:16]=2)[N:11]=1, predict the reactants needed to synthesize it. The reactants are: [F:1][C:2]1[CH:3]=[CH:4][C:5]([C:8]([C:10]2[N:19]=[C:18]([NH:20][C:21]3[CH:25]=[C:24]([CH3:26])[NH:23][N:22]=3)[C:17]3[C:12](=[CH:13][CH:14]=[CH:15][CH:16]=3)[N:11]=2)=O)=[N:6][CH:7]=1.Cl.[O:28]([NH2:30])[CH3:29].